From a dataset of Catalyst prediction with 721,799 reactions and 888 catalyst types from USPTO. Predict which catalyst facilitates the given reaction. (1) Reactant: [Br:1][C:2]1[CH:9]=[CH:8][C:5]([CH2:6]Br)=[CH:4][CH:3]=1.[N-:10]=[N+:11]=[N-:12].[Na+]. Product: [N:10]([CH2:6][C:5]1[CH:8]=[CH:9][C:2]([Br:1])=[CH:3][CH:4]=1)=[N+:11]=[N-:12]. The catalyst class is: 197. (2) Reactant: Br[Zn][CH2:3][C:4]([O:6][CH2:7][CH3:8])=[O:5].[C:9]1(/[CH:15]=[CH:16]/[C:17]([C:19]2[CH:24]=[CH:23][CH:22]=[CH:21][CH:20]=2)=[O:18])[CH:14]=[CH:13][CH:12]=[CH:11][CH:10]=1.Cl.C(OCC)(=O)C. Product: [OH:18][C:17]([C:19]1[CH:24]=[CH:23][CH:22]=[CH:21][CH:20]=1)(/[CH:16]=[CH:15]/[C:9]1[CH:14]=[CH:13][CH:12]=[CH:11][CH:10]=1)[CH2:3][C:4]([O:6][CH2:7][CH3:8])=[O:5]. The catalyst class is: 1. (3) Reactant: C[O:2][C:3](=[O:20])[CH:4]([CH3:19])[CH2:5][NH:6][C:7]([O:9][CH2:10][C:11]1[CH:16]=[CH:15][C:14]([O:17][CH3:18])=[CH:13][CH:12]=1)=[O:8].[OH-].[Li+]. Product: [CH3:18][O:17][C:14]1[CH:13]=[CH:12][C:11]([CH2:10][O:9][C:7]([NH:6][CH2:5][CH:4]([CH3:19])[C:3]([OH:20])=[O:2])=[O:8])=[CH:16][CH:15]=1. The catalyst class is: 5. (4) Reactant: [CH:1]([C:3]1[CH:8]=[CH:7][C:6]([C:9]2[C:10]([C:15]#[N:16])=[CH:11][CH:12]=[CH:13][CH:14]=2)=[C:5]([N+:17]([O-:19])=[O:18])[CH:4]=1)=[O:2].CO.[BH4-].[Na+].Cl. Product: [OH:2][CH2:1][C:3]1[CH:8]=[CH:7][C:6]([C:9]2[C:10]([C:15]#[N:16])=[CH:11][CH:12]=[CH:13][CH:14]=2)=[C:5]([N+:17]([O-:19])=[O:18])[CH:4]=1. The catalyst class is: 1. (5) Reactant: [CH3:1][N:2]([CH3:17])[C:3]1[CH:4]=[C:5]([C:9]([F:16])([F:15])[C:10]([O:12]CC)=[O:11])[CH:6]=[CH:7][CH:8]=1.O.[OH-].[Li+]. Product: [CH3:1][N:2]([CH3:17])[C:3]1[CH:4]=[C:5]([C:9]([F:15])([F:16])[C:10]([OH:12])=[O:11])[CH:6]=[CH:7][CH:8]=1. The catalyst class is: 364. (6) Reactant: [Cl:1][C:2]1[N:7]=[CH:6][C:5]([C:8]2[CH:9]=[CH:10][C:11]3[N:12]([CH:14]=[C:15]([NH:17][C:18](=[O:20])[CH3:19])[N:16]=3)[N:13]=2)=[CH:4][C:3]=1[NH:21][S:22]([CH3:25])(=[O:24])=[O:23].C(Cl)(Cl)Cl.[I:30]N1C(=O)CCC1=O.C(Cl)Cl. Product: [Cl:1][C:2]1[N:7]=[CH:6][C:5]([C:8]2[CH:9]=[CH:10][C:11]3[N:12]([C:14]([I:30])=[C:15]([NH:17][C:18](=[O:20])[CH3:19])[N:16]=3)[N:13]=2)=[CH:4][C:3]=1[NH:21][S:22]([CH3:25])(=[O:23])=[O:24]. The catalyst class is: 6.